From a dataset of Catalyst prediction with 721,799 reactions and 888 catalyst types from USPTO. Predict which catalyst facilitates the given reaction. (1) Reactant: [Br-].[Br-].[CH2:3]([N+:5]1[CH:9]=[CH:8][N:7]([CH2:10][CH2:11][O:12][CH2:13][CH2:14][C:15]2[NH:19][CH:18]=[CH:17][N+:16]=2[CH2:20][CH3:21])[CH:6]=1)[CH3:4].[Li+].[N-:23]([S:31]([C:34]([F:37])([F:36])[F:35])(=[O:33])=[O:32])[S:24]([C:27]([F:30])([F:29])[F:28])(=[O:26])=[O:25]. Product: [N-:23]([S:24]([C:27]([F:30])([F:28])[F:29])(=[O:26])=[O:25])[S:31]([C:34]([F:37])([F:36])[F:35])(=[O:33])=[O:32].[CH2:3]([N+:5]1[CH:9]=[CH:8][N:7]([CH2:10][CH2:11][O:12][CH2:13][CH2:14][C:15]2[NH:19][CH:18]=[CH:17][N+:16]=2[CH2:20][CH3:21])[CH:6]=1)[CH3:4].[N-:23]([S:24]([C:27]([F:30])([F:28])[F:29])(=[O:26])=[O:25])[S:31]([C:34]([F:37])([F:36])[F:35])(=[O:33])=[O:32]. The catalyst class is: 6. (2) Reactant: [Br:1][C:2]1[CH:7]=[CH:6][C:5]([S:8](Cl)(=[O:10])=[O:9])=[CH:4][CH:3]=1.CCN(CC)CC.Cl.[CH3:20][C:21]1([NH2:24])[CH2:23][CH2:22]1. Product: [Br:1][C:2]1[CH:7]=[CH:6][C:5]([S:8]([NH:24][C:21]2([CH3:20])[CH2:23][CH2:22]2)(=[O:10])=[O:9])=[CH:4][CH:3]=1. The catalyst class is: 1. (3) Reactant: F[C:2]1[CH:9]=[CH:8][CH:7]=[CH:6][C:3]=1[C:4]#[N:5].C(=O)([O-])[O-].[Na+].[Na+].[CH3:16][CH:17]([SH:19])[CH3:18]. Product: [CH:17]([S:19][C:2]1[CH:9]=[CH:8][CH:7]=[CH:6][C:3]=1[C:4]#[N:5])([CH3:18])[CH3:16]. The catalyst class is: 248. (4) Reactant: [Br:1][C:2]1[CH:10]=[CH:9][CH:8]=[C:7]2[C:3]=1[C:4]1([C:15]3=[CH:16][C:17]4[CH2:21][CH2:20][O:19][C:18]=4[CH:22]=[C:14]3[O:13][CH2:12]1)[C:5](=[O:11])[NH:6]2.C(=O)([O-])[O-].[Cs+].[Cs+].Br[CH2:30][C:31]1[O:32][C:33]([C:36]([F:39])([F:38])[F:37])=[CH:34][CH:35]=1. Product: [Br:1][C:2]1[CH:10]=[CH:9][CH:8]=[C:7]2[C:3]=1[C:4]1([C:15]3=[CH:16][C:17]4[CH2:21][CH2:20][O:19][C:18]=4[CH:22]=[C:14]3[O:13][CH2:12]1)[C:5](=[O:11])[N:6]2[CH2:30][C:31]1[O:32][C:33]([C:36]([F:39])([F:38])[F:37])=[CH:34][CH:35]=1. The catalyst class is: 131. (5) Reactant: [Br:1][C:2]1[C:6]2=[CH:7][C:8]([Cl:30])=[C:9]3[C:14]([C:13](=[O:15])[O:12][C:11]([C:16]4[N:17]([C:23]5[C:28]([Cl:29])=[CH:27][CH:26]=[CH:25][N:24]=5)[N:18]=[C:19]([O:21][CH3:22])[CH:20]=4)=[N:10]3)=[C:5]2[NH:4][N:3]=1.C(#N)C.O.[CH:35]([NH2:38])([CH3:37])[CH3:36]. Product: [CH:35]([NH:38][C:13]([C:14]1[C:9]([NH:10][C:11]([C:16]2[N:17]([C:23]3[C:28]([Cl:29])=[CH:27][CH:26]=[CH:25][N:24]=3)[N:18]=[C:19]([O:21][CH3:22])[CH:20]=2)=[O:12])=[C:8]([Cl:30])[CH:7]=[C:6]2[C:5]=1[NH:4][N:3]=[C:2]2[Br:1])=[O:15])([CH3:37])[CH3:36]. The catalyst class is: 170.